Dataset: NCI-60 drug combinations with 297,098 pairs across 59 cell lines. Task: Regression. Given two drug SMILES strings and cell line genomic features, predict the synergy score measuring deviation from expected non-interaction effect. (1) Drug 1: CCC1(CC2CC(C3=C(CCN(C2)C1)C4=CC=CC=C4N3)(C5=C(C=C6C(=C5)C78CCN9C7C(C=CC9)(C(C(C8N6C=O)(C(=O)OC)O)OC(=O)C)CC)OC)C(=O)OC)O.OS(=O)(=O)O. Drug 2: B(C(CC(C)C)NC(=O)C(CC1=CC=CC=C1)NC(=O)C2=NC=CN=C2)(O)O. Cell line: HT29. Synergy scores: CSS=39.2, Synergy_ZIP=-3.23, Synergy_Bliss=-9.23, Synergy_Loewe=-27.2, Synergy_HSA=-13.0. (2) Drug 1: CC1C(C(CC(O1)OC2CC(CC3=C2C(=C4C(=C3O)C(=O)C5=C(C4=O)C(=CC=C5)OC)O)(C(=O)C)O)N)O.Cl. Drug 2: CCC1(CC2CC(C3=C(CCN(C2)C1)C4=CC=CC=C4N3)(C5=C(C=C6C(=C5)C78CCN9C7C(C=CC9)(C(C(C8N6C)(C(=O)OC)O)OC(=O)C)CC)OC)C(=O)OC)O.OS(=O)(=O)O. Cell line: NCI/ADR-RES. Synergy scores: CSS=4.85, Synergy_ZIP=0.955, Synergy_Bliss=2.55, Synergy_Loewe=1.92, Synergy_HSA=1.11. (3) Drug 1: CC1=C(C=C(C=C1)NC2=NC=CC(=N2)N(C)C3=CC4=NN(C(=C4C=C3)C)C)S(=O)(=O)N.Cl. Drug 2: N.N.Cl[Pt+2]Cl. Cell line: SF-268. Synergy scores: CSS=7.88, Synergy_ZIP=3.64, Synergy_Bliss=5.63, Synergy_Loewe=-0.938, Synergy_HSA=-0.448. (4) Drug 1: CC=C1C(=O)NC(C(=O)OC2CC(=O)NC(C(=O)NC(CSSCCC=C2)C(=O)N1)C(C)C)C(C)C. Drug 2: C1C(C(OC1N2C=NC3=C2NC=NCC3O)CO)O. Cell line: SF-539. Synergy scores: CSS=64.8, Synergy_ZIP=2.52, Synergy_Bliss=0.822, Synergy_Loewe=-55.3, Synergy_HSA=-1.05. (5) Drug 1: COC1=C(C=C2C(=C1)N=CN=C2NC3=CC(=C(C=C3)F)Cl)OCCCN4CCOCC4. Drug 2: C1=CC=C(C(=C1)C(C2=CC=C(C=C2)Cl)C(Cl)Cl)Cl. Cell line: IGROV1. Synergy scores: CSS=54.2, Synergy_ZIP=5.92, Synergy_Bliss=7.48, Synergy_Loewe=-11.0, Synergy_HSA=7.41. (6) Drug 1: C1=C(C(=O)NC(=O)N1)F. Drug 2: CC1=C(C=C(C=C1)NC(=O)C2=CC=C(C=C2)CN3CCN(CC3)C)NC4=NC=CC(=N4)C5=CN=CC=C5. Cell line: TK-10. Synergy scores: CSS=20.7, Synergy_ZIP=4.20, Synergy_Bliss=2.84, Synergy_Loewe=-2.63, Synergy_HSA=-0.0879.